This data is from Catalyst prediction with 721,799 reactions and 888 catalyst types from USPTO. The task is: Predict which catalyst facilitates the given reaction. (1) Reactant: [H-].[Na+].[CH3:3][C@H:4]1[CH2:9][CH2:8][C@H:7]([OH:10])[CH2:6][CH2:5]1.[NH2:11][C:12]1[CH:19]=[CH:18][CH:17]=[C:16](F)[C:13]=1[C:14]#[N:15].[NH4+].[Cl-]. Product: [NH2:11][C:12]1[CH:19]=[CH:18][CH:17]=[C:16]([O:10][C@H:7]2[CH2:8][CH2:9][C@H:4]([CH3:3])[CH2:5][CH2:6]2)[C:13]=1[C:14]#[N:15]. The catalyst class is: 1. (2) Reactant: [C:1]([CH2:3][C:4](O)=[O:5])#[N:2].CCN=C=NCCCN(C)C.Cl.C1C=CC2N(O)N=NC=2C=1.[NH:29]1[CH2:33][CH2:32][CH2:31][CH:30]1[CH2:34][N:35]1[C:39]2[CH:40]=[CH:41][CH:42]=[CH:43][C:38]=2[N:37]=[C:36]1[NH:44][C:45](=[O:52])[C:46]1[CH:51]=[CH:50][CH:49]=[N:48][CH:47]=1. Product: [C:1]([CH2:3][C:4]([N:29]1[CH2:33][CH2:32][CH2:31][CH:30]1[CH2:34][N:35]1[C:39]2[CH:40]=[CH:41][CH:42]=[CH:43][C:38]=2[N:37]=[C:36]1[NH:44][C:45](=[O:52])[C:46]1[CH:51]=[CH:50][CH:49]=[N:48][CH:47]=1)=[O:5])#[N:2]. The catalyst class is: 34. (3) Reactant: [H-].[Na+].[CH3:3][NH:4][C:5](=[O:21])[C:6]1[CH:11]=[CH:10][CH:9]=[C:8]([C:12]2[C:17]([CH3:18])=[CH:16][C:15]([CH3:19])=[CH:14][C:13]=2[CH3:20])[CH:7]=1.I[CH2:23][CH2:24][CH3:25].[Cl-].[NH4+]. Product: [CH3:3][N:4]([CH2:23][CH2:24][CH3:25])[C:5](=[O:21])[C:6]1[CH:11]=[CH:10][CH:9]=[C:8]([C:12]2[C:17]([CH3:18])=[CH:16][C:15]([CH3:19])=[CH:14][C:13]=2[CH3:20])[CH:7]=1. The catalyst class is: 54. (4) Reactant: [CH3:1][N:2]=[C:3]=[O:4].[NH2:5][CH2:6][CH2:7][O:8][C:9]1[CH:10]=[C:11]2[C:16](=[CH:17][CH:18]=1)[CH:15]=[C:14]([CH2:19][CH2:20][NH:21][S:22]([CH3:25])(=[O:24])=[O:23])[CH:13]=[CH:12]2. Product: [CH3:1][NH:2][C:3]([NH:5][CH2:6][CH2:7][O:8][C:9]1[CH:18]=[CH:17][C:16]2[C:11](=[CH:12][CH:13]=[C:14]([CH2:19][CH2:20][NH:21][S:22]([CH3:25])(=[O:24])=[O:23])[CH:15]=2)[CH:10]=1)=[O:4]. The catalyst class is: 1. (5) Reactant: [C:1]1([C:12]([OH:14])=O)[CH:2]=[CH:3][CH:4]=[C:5]2[CH2:11][CH2:10][CH2:9][CH:8]=[CH:7][C:6]=12.Cl.C(N=C=NCCCN(C)C)C.O.ON1C2C=CC=CC=2N=N1.[NH2:38][CH:39]([CH2:49][C:50]1[CH:55]=[CH:54][C:53]([C:56]([F:62])([F:61])[C:57]([CH3:60])([CH3:59])[CH3:58])=[CH:52][CH:51]=1)[CH:40]([C:42]1[CH:47]=[CH:46][CH:45]=[C:44]([Cl:48])[CH:43]=1)[OH:41]. Product: [Cl:48][C:44]1[CH:43]=[C:42]([CH:40]([OH:41])[CH:39]([NH:38][C:12]([C:1]2[CH:2]=[CH:3][CH:4]=[C:5]3[CH2:11][CH2:10][CH2:9][CH:8]=[CH:7][C:6]=23)=[O:14])[CH2:49][C:50]2[CH:55]=[CH:54][C:53]([C:56]([F:62])([F:61])[C:57]([CH3:60])([CH3:58])[CH3:59])=[CH:52][CH:51]=2)[CH:47]=[CH:46][CH:45]=1. The catalyst class is: 42. (6) Reactant: [CH3:1][N:2]1[CH2:7][CH2:6][N:5]([C:8]2[N:13]3[CH:14]=[C:15]([CH2:17][NH:18][C@@H:19]4[C:28]5[N:27]=[CH:26][CH:25]=[CH:24][C:23]=5[CH2:22][CH2:21][CH2:20]4)[N:16]=[C:12]3[CH:11]=[CH:10][CH:9]=2)[CH2:4][CH2:3]1.C=O.[C:31](O)(=O)C.C(O[BH-](OC(=O)C)OC(=O)C)(=O)C.[Na+]. Product: [CH3:31][N:18]([CH2:17][C:15]1[N:16]=[C:12]2[CH:11]=[CH:10][CH:9]=[C:8]([N:5]3[CH2:6][CH2:7][N:2]([CH3:1])[CH2:3][CH2:4]3)[N:13]2[CH:14]=1)[C@@H:19]1[C:28]2[N:27]=[CH:26][CH:25]=[CH:24][C:23]=2[CH2:22][CH2:21][CH2:20]1. The catalyst class is: 576.